Dataset: Full USPTO retrosynthesis dataset with 1.9M reactions from patents (1976-2016). Task: Predict the reactants needed to synthesize the given product. (1) The reactants are: [OH:1][C@H:2]1[CH2:6][N:5]([C:7]([O:9][CH2:10][C:11]2[CH:16]=[CH:15][C:14]([N+:17]([O-:19])=[O:18])=[CH:13][CH:12]=2)=[O:8])[C@H:4]([C:20]([C:22]2[N:23]=[CH:24][N:25]3[CH:29]=[CH:28][S:27][C:26]=23)=[O:21])[CH2:3]1.CN(C=O)C.C(N(CC)CC)C.[CH3:42][S:43](Cl)(=[O:45])=[O:44]. Given the product [CH3:42][S:43]([O:1][C@H:2]1[CH2:6][N:5]([C:7]([O:9][CH2:10][C:11]2[CH:16]=[CH:15][C:14]([N+:17]([O-:19])=[O:18])=[CH:13][CH:12]=2)=[O:8])[C@H:4]([C:20]([C:22]2[N:23]=[CH:24][N:25]3[CH:29]=[CH:28][S:27][C:26]=23)=[O:21])[CH2:3]1)(=[O:45])=[O:44], predict the reactants needed to synthesize it. (2) Given the product [C:22]([O:26][C:27]([N:29]1[CH2:30][CH2:31][CH:32]([N:35]2[CH:39]=[C:38]([C:2]3[N:3]=[C:4]4[C:10]([CH:11]([C:13]5[C:18]([Cl:19])=[CH:17][CH:16]=[C:15]([F:20])[C:14]=5[Cl:21])[CH3:12])=[CH:9][NH:8][C:5]4=[N:6][CH:7]=3)[CH:37]=[N:36]2)[CH2:33][CH2:34]1)=[O:28])([CH3:25])([CH3:23])[CH3:24], predict the reactants needed to synthesize it. The reactants are: Br[C:2]1[N:3]=[C:4]2[C:10]([CH:11]([C:13]3[C:18]([Cl:19])=[CH:17][CH:16]=[C:15]([F:20])[C:14]=3[Cl:21])[CH3:12])=[CH:9][NH:8][C:5]2=[N:6][CH:7]=1.[C:22]([O:26][C:27]([N:29]1[CH2:34][CH2:33][CH:32]([N:35]2[CH:39]=[C:38](B3OC(C)(C)C(C)(C)O3)[CH:37]=[N:36]2)[CH2:31][CH2:30]1)=[O:28])([CH3:25])([CH3:24])[CH3:23].C([O-])([O-])=O.[Na+].[Na+]. (3) Given the product [C:1]([N:4]([CH3:39])[C:5]1[N:10]=[CH:9][C:8]([N:11]([CH3:31])[C:12](=[O:30])[C:13]([C:16]2[CH:17]=[C:18]([C:26]([F:29])([F:28])[F:27])[CH:19]=[C:20]([C:22]([F:25])([F:23])[F:24])[CH:21]=2)([CH3:15])[CH3:14])=[C:7]([C:32]2[CH:37]=[CH:36][CH:35]=[CH:34][C:33]=2[CH3:38])[CH:6]=1)(=[O:3])[CH3:2], predict the reactants needed to synthesize it. The reactants are: [C:1]([NH:4][C:5]1[N:10]=[CH:9][C:8]([N:11]([CH3:31])[C:12](=[O:30])[C:13]([C:16]2[CH:21]=[C:20]([C:22]([F:25])([F:24])[F:23])[CH:19]=[C:18]([C:26]([F:29])([F:28])[F:27])[CH:17]=2)([CH3:15])[CH3:14])=[C:7]([C:32]2[CH:37]=[CH:36][CH:35]=[CH:34][C:33]=2[CH3:38])[CH:6]=1)(=[O:3])[CH3:2].[CH3:39][Si](C)(C)[N-][Si](C)(C)C.[K+].CI.